The task is: Regression. Given two drug SMILES strings and cell line genomic features, predict the synergy score measuring deviation from expected non-interaction effect.. This data is from NCI-60 drug combinations with 297,098 pairs across 59 cell lines. (1) Drug 1: CC1=C(C=C(C=C1)C(=O)NC2=CC(=CC(=C2)C(F)(F)F)N3C=C(N=C3)C)NC4=NC=CC(=N4)C5=CN=CC=C5. Drug 2: C1CNP(=O)(OC1)N(CCCl)CCCl. Cell line: OVCAR-8. Synergy scores: CSS=-7.10, Synergy_ZIP=2.23, Synergy_Bliss=-1.95, Synergy_Loewe=-7.06, Synergy_HSA=-7.03. (2) Drug 1: COC1=CC(=CC(=C1O)OC)C2C3C(COC3=O)C(C4=CC5=C(C=C24)OCO5)OC6C(C(C7C(O6)COC(O7)C8=CC=CS8)O)O. Drug 2: CC1=C(C=C(C=C1)NC(=O)C2=CC=C(C=C2)CN3CCN(CC3)C)NC4=NC=CC(=N4)C5=CN=CC=C5. Cell line: CAKI-1. Synergy scores: CSS=46.8, Synergy_ZIP=8.89, Synergy_Bliss=8.64, Synergy_Loewe=-30.7, Synergy_HSA=3.98.